This data is from Peptide-MHC class II binding affinity with 134,281 pairs from IEDB. The task is: Regression. Given a peptide amino acid sequence and an MHC pseudo amino acid sequence, predict their binding affinity value. This is MHC class II binding data. (1) The binding affinity (normalized) is 0.176. The MHC is HLA-DPA10201-DPB10101 with pseudo-sequence HLA-DPA10201-DPB10101. The peptide sequence is GWSSLGREYAAVAEE. (2) The peptide sequence is YDKFLANVSTCLTGK. The MHC is DRB1_0101 with pseudo-sequence DRB1_0101. The binding affinity (normalized) is 0.756. (3) The peptide sequence is CFKYLLIQGHYDQKL. The MHC is DRB1_0802 with pseudo-sequence DRB1_0802. The binding affinity (normalized) is 0.142. (4) The binding affinity (normalized) is 0.617. The peptide sequence is EKKYFAAWQFEPLAA. The MHC is DRB1_1602 with pseudo-sequence DRB1_1602. (5) The peptide sequence is PELKPGESRHTSDHM. The MHC is DRB3_0202 with pseudo-sequence DRB3_0202. The binding affinity (normalized) is 0. (6) The peptide sequence is NYEQQEQASQQILSS. The MHC is DRB1_0101 with pseudo-sequence DRB1_0101. The binding affinity (normalized) is 0.282. (7) The peptide sequence is RIKLDIETSFIFIET. The MHC is DRB4_0101 with pseudo-sequence DRB4_0103. The binding affinity (normalized) is 0.375.